From a dataset of Reaction yield outcomes from USPTO patents with 853,638 reactions. Predict the reaction yield, written as a fraction of the theoretical maximum amount of product (1.0 means a 100% yield; for example, 0.34 means a 34% yield). (1) The reactants are [C:1]([O:5][C:6](=[O:30])[NH:7][C@H:8]([C:13](=[O:29])[NH:14][C:15]1[CH:20]=[CH:19][C:18]([O:21][CH2:22][C:23]2[CH:28]=[CH:27][CH:26]=[CH:25][CH:24]=2)=[CH:17][CH:16]=1)[CH2:9][CH2:10]SC)([CH3:4])([CH3:3])[CH3:2].CI. No catalyst specified. The product is [C:1]([O:5][C:6](=[O:30])[NH:7][C@H:8]1[CH2:9][CH2:10][N:14]([C:15]2[CH:20]=[CH:19][C:18]([O:21][CH2:22][C:23]3[CH:28]=[CH:27][CH:26]=[CH:25][CH:24]=3)=[CH:17][CH:16]=2)[C:13]1=[O:29])([CH3:4])([CH3:3])[CH3:2]. The yield is 0.560. (2) The reactants are [OH:1][C:2]1[CH:7]=[C:6]([CH3:8])[C:5]([NH:9][CH:10]=[O:11])=[C:4]([CH3:12])[C:3]=1[CH3:13].[H-].[Na+].Br[CH2:17][C:18]([CH3:29])=[CH:19][C:20]1[CH:25]=[CH:24][C:23]([CH:26]([CH3:28])[CH3:27])=[CH:22][CH:21]=1.O. The catalyst is CN(C)C=O. The product is [CH:26]([C:23]1[CH:22]=[CH:21][C:20]([CH:19]=[C:18]([CH3:29])[CH2:17][O:1][C:2]2[CH:7]=[C:6]([CH3:8])[C:5]([NH:9][CH:10]=[O:11])=[C:4]([CH3:12])[C:3]=2[CH3:13])=[CH:25][CH:24]=1)([CH3:28])[CH3:27]. The yield is 0.630. (3) The reactants are [Cl:1][C:2]1[CH:3]=[C:4]([C:13](=O)[CH3:14])[CH:5]=[C:6]([O:8][C:9]([F:12])([F:11])[F:10])[CH:7]=1.[CH3:16][C:17]([S@:20]([NH2:22])=[O:21])([CH3:19])[CH3:18]. No catalyst specified. The product is [Cl:1][C:2]1[CH:3]=[C:4]([CH:13]([NH:22][S@@:20]([C:17]([CH3:19])([CH3:18])[CH3:16])=[O:21])[CH3:14])[CH:5]=[C:6]([O:8][C:9]([F:12])([F:11])[F:10])[CH:7]=1. The yield is 0.480. (4) The reactants are [C:1]1([C:7]2[CH:15]=[C:10]3[N:11]=[CH:12][CH:13]=[CH:14][N:9]3[N:8]=2)[CH:6]=[CH:5][CH:4]=[CH:3][CH:2]=1.O[CH2:17][N:18]1[CH2:22][CH:21]([CH2:23][CH2:24][CH3:25])[CH2:20][C:19]1=[O:26]. The catalyst is FC(F)(F)C(O)=O. The product is [C:1]1([C:7]2[C:15]([CH2:17][N:18]3[CH2:22][CH:21]([CH2:23][CH2:24][CH3:25])[CH2:20][C:19]3=[O:26])=[C:10]3[N:11]=[CH:12][CH:13]=[CH:14][N:9]3[N:8]=2)[CH:2]=[CH:3][CH:4]=[CH:5][CH:6]=1. The yield is 0.240.